This data is from Full USPTO retrosynthesis dataset with 1.9M reactions from patents (1976-2016). The task is: Predict the reactants needed to synthesize the given product. (1) Given the product [CH2:1]([O:3][C:4](=[O:21])[CH:5]([O:20][CH2:22][C:23]1[CH:28]=[CH:27][CH:26]=[CH:25][CH:24]=1)[C:6]1[CH:15]=[CH:14][C:13]2[C:12]([CH3:16])([CH3:17])[CH2:11][CH2:10][C:9]([CH3:19])([CH3:18])[C:8]=2[CH:7]=1)[CH3:2], predict the reactants needed to synthesize it. The reactants are: [CH2:1]([O:3][C:4](=[O:21])[C:5](=[O:20])[C:6]1[CH:15]=[CH:14][C:13]2[C:12]([CH3:17])([CH3:16])[CH2:11][CH2:10][C:9]([CH3:19])([CH3:18])[C:8]=2[CH:7]=1)[CH3:2].[CH2:22](O[Si](C)(C)C)[C:23]1[CH:28]=[CH:27][CH:26]=[CH:25][CH:24]=1. (2) Given the product [F:38][C:36]([F:37])([F:39])[C:31]1[CH:32]=[C:33]2[C:28](=[CH:29][CH:30]=1)[N:27]=[C:26]([N:23]1[CH2:22][CH2:21][N:20]([C:18](=[O:19])[CH3:17])[CH2:25][CH2:24]1)[CH:35]=[CH:34]2, predict the reactants needed to synthesize it. The reactants are: C(C1C=CC(NC2CCC(O[CH2:17][C:18]([N:20]3[CH2:25][CH2:24][N:23]([C:26]4[CH:35]=[CH:34][C:33]5[C:28](=[CH:29][CH:30]=[C:31]([C:36]([F:39])([F:38])[F:37])[CH:32]=5)[N:27]=4)[CH2:22][CH2:21]3)=[O:19])CC2)=CC=1C(F)(F)F)#N.[H-].[Na+].IC. (3) Given the product [Cl:1][C:2]1[CH:7]=[CH:6][C:5]([CH:8]2[C:9]3[C:26]([CH:28]4[CH2:29][CH2:30]4)=[N:32][N:31]([C:33]4[N:37]([CH3:38])[N:36]=[CH:35][CH:34]=4)[C:10]=3[C:11](=[O:24])[N:12]2[C:13]2[CH:14]=[C:15]([CH3:23])[C:16]3[N:17]([C:19]([CH3:22])=[N:20][N:21]=3)[CH:18]=2)=[CH:4][CH:3]=1, predict the reactants needed to synthesize it. The reactants are: [Cl:1][C:2]1[CH:7]=[CH:6][C:5]([CH:8]2[N:12]([C:13]3[CH:14]=[C:15]([CH3:23])[C:16]4[N:17]([C:19]([CH3:22])=[N:20][N:21]=4)[CH:18]=3)[C:11](=[O:24])[C:10](O)=[C:9]2[C:26]([CH:28]2[CH2:30][CH2:29]2)=O)=[CH:4][CH:3]=1.[NH:31]([C:33]1[N:37]([CH3:38])[N:36]=[CH:35][CH:34]=1)[NH2:32]. (4) Given the product [O:22]1[C:15]2[C:20](=[CH:19][CH:18]=[CH:17][CH:16]=2)[CH:12]([NH:11][C:4]2[C:3]([CH2:1][CH3:2])=[N:8][CH:7]=[C:6]([CH2:9][CH3:10])[N:5]=2)[CH2:13][CH2:14]1, predict the reactants needed to synthesize it. The reactants are: [CH2:1]([C:3]1[C:4]([NH:11][C@@H:12]2[C:20]3[C:15](=[CH:16][CH:17]=[CH:18][CH:19]=3)[CH2:14][C@@H:13]2O)=[N:5][C:6]([CH2:9][CH3:10])=[CH:7][N:8]=1)[CH3:2].[O:22]1C2C(=CC=CC=2)C(N)CC1. (5) Given the product [C:21]([O:25][C:26](=[O:28])[CH2:27][C:34]1[CH:35]=[CH:30][CH:31]=[C:32]([C:36]2([CH3:41])[O:37][CH2:38][CH2:39][O:40]2)[CH:33]=1)([CH3:24])([CH3:23])[CH3:22], predict the reactants needed to synthesize it. The reactants are: N#N.C1(NC2CCCCC2)CCCCC1.[Li]CCCC.[C:21]([O:25][C:26](=[O:28])[CH3:27])([CH3:24])([CH3:23])[CH3:22].Br[C:30]1[CH:31]=[C:32]([C:36]2([CH3:41])[O:40][CH2:39][CH2:38][O:37]2)[CH:33]=[CH:34][CH:35]=1.